Dataset: Reaction yield outcomes from USPTO patents with 853,638 reactions. Task: Predict the reaction yield, written as a fraction of the theoretical maximum amount of product (1.0 means a 100% yield; for example, 0.34 means a 34% yield). (1) The reactants are C([O:3][C:4]([C:6]1[CH:7]=[C:8]([C:15](=[O:20])C(Cl)(Cl)Cl)[N:9]2[CH2:14][CH2:13][O:12][CH2:11][C:10]=12)=[O:5])C.[F:21][C:22]1[CH:27]=[C:26]([F:28])[CH:25]=[CH:24][C:23]=1[C@H:29]([NH2:32])[CH2:30][CH3:31].C(N(CC)CC)C.[OH-].[K+]. The catalyst is O1CCCC1.CO.O. The product is [F:21][C:22]1[CH:27]=[C:26]([F:28])[CH:25]=[CH:24][C:23]=1[C@H:29]([NH:32][C:15]([C:8]1[N:9]2[C:10]([CH2:11][O:12][CH2:13][CH2:14]2)=[C:6]([C:4]([OH:3])=[O:5])[CH:7]=1)=[O:20])[CH2:30][CH3:31]. The yield is 0.600. (2) The reactants are O=[C:2]([CH:8]1[CH2:13][CH2:12][CH2:11][O:10][C:9]1=[O:14])[C:3]([O:5][CH2:6][CH3:7])=[O:4].Cl.[Br:16][C:17]1[CH:18]=[C:19]([NH:23][NH2:24])[CH:20]=[CH:21][CH:22]=1. No catalyst specified. The product is [Br:16][C:17]1[CH:18]=[C:19]([N:23]2[C:9]([OH:14])=[C:8]([CH2:13][CH2:12][CH2:11][OH:10])[C:2]([C:3]([O:5][CH2:6][CH3:7])=[O:4])=[N:24]2)[CH:20]=[CH:21][CH:22]=1. The yield is 0.630. (3) The reactants are [Cl:1][C:2]1[C:11]2[C:6](=[CH:7][CH:8]=[CH:9][C:10]=2[O:12][CH:13]2[CH2:18][CH2:17][N:16]([CH3:19])[CH2:15][CH2:14]2)[N:5]=[CH:4][N:3]=1.[F:20][C:21]1[CH:37]=[CH:36][CH:35]=[C:34]([F:38])[C:22]=1[CH2:23][O:24][C:25]1[CH:31]=[CH:30][C:28]([NH2:29])=[CH:27][C:26]=1[C:32]#[CH:33]. No catalyst specified. The product is [ClH:1].[C:32]([C:26]1[CH:27]=[C:28]([CH:30]=[CH:31][C:25]=1[O:24][CH2:23][C:22]1[C:34]([F:38])=[CH:35][CH:36]=[CH:37][C:21]=1[F:20])[NH:29][C:2]1[C:11]2[C:6](=[CH:7][CH:8]=[CH:9][C:10]=2[O:12][CH:13]2[CH2:18][CH2:17][N:16]([CH3:19])[CH2:15][CH2:14]2)[N:5]=[CH:4][N:3]=1)#[CH:33]. The yield is 0.730. (4) The reactants are Cl[C:2]1[C:7]([NH2:8])=[CH:6][CH:5]=[CH:4][N:3]=1.[C:9]([C:11]1[CH:12]=[C:13](B(O)O)[CH:14]=[CH:15][C:16]=1[F:17])#[N:10].C(=O)([O-])[O-].[Na+].[Na+]. The catalyst is C(COC)OC.C(OCC)(=O)C.C1C=CC([P]([Pd]([P](C2C=CC=CC=2)(C2C=CC=CC=2)C2C=CC=CC=2)([P](C2C=CC=CC=2)(C2C=CC=CC=2)C2C=CC=CC=2)[P](C2C=CC=CC=2)(C2C=CC=CC=2)C2C=CC=CC=2)(C2C=CC=CC=2)C2C=CC=CC=2)=CC=1. The product is [CH3:14][C:15]1[N:8]([C:7]2[C:2]([C:13]3[CH:14]=[CH:15][C:16]([F:17])=[C:11]([CH:12]=3)[C:9]#[N:10])=[N:3][CH:4]=[CH:5][CH:6]=2)[C:12]([CH3:13])=[CH:11][CH:16]=1. The yield is 0.350.